From a dataset of Forward reaction prediction with 1.9M reactions from USPTO patents (1976-2016). Predict the product of the given reaction. (1) Given the reactants [Cl:1][C:2]1[CH:3]=[CH:4][C:5]([N:16]2[CH:20]=[C:19]([Si](C)(C)C)[N:18]=[N:17]2)=[C:6]([C:8]2[CH:13]=[C:12]([O:14][CH3:15])[N:11]=[CH:10][N:9]=2)[CH:7]=1.C1C(=O)N([Cl:32])C(=O)C1, predict the reaction product. The product is: [Cl:1][C:2]1[CH:3]=[CH:4][C:5]([N:16]2[CH:20]=[C:19]([Cl:32])[N:18]=[N:17]2)=[C:6]([C:8]2[CH:13]=[C:12]([O:14][CH3:15])[N:11]=[CH:10][N:9]=2)[CH:7]=1. (2) Given the reactants [CH2:1]([C:3]1[N:8]=[N:7][C:6]([C:9]2[C:17]3[C:12](=[N:13][CH:14]=[CH:15][CH:16]=3)[N:11]([CH2:18][C:19]3[CH:24]=[CH:23][CH:22]=[CH:21][C:20]=3[F:25])[N:10]=2)=[N:5][C:4]=1O)[CH3:2].P(Cl)(Cl)(Cl)=O.[NH3:32], predict the reaction product. The product is: [CH2:1]([C:3]1[N:8]=[N:7][C:6]([C:9]2[C:17]3[C:12](=[N:13][CH:14]=[CH:15][CH:16]=3)[N:11]([CH2:18][C:19]3[CH:24]=[CH:23][CH:22]=[CH:21][C:20]=3[F:25])[N:10]=2)=[N:5][C:4]=1[NH2:32])[CH3:2]. (3) Given the reactants [C:1]([C:4]1[CH:9]=[CH:8][C:7]([NH:10][C:11](=[O:16])[C:12]([F:15])([F:14])[F:13])=[C:6](Br)[CH:5]=1)(=[O:3])[CH3:2].[Br-:18].[Br-].[Br-].[CH2:21]([N+](CCCC)(CCCC)CCCC)CCC.C([N+](CCCC)(CCCC)CCCC)CCC.C([N+](CCCC)(CCCC)CCCC)CCC, predict the reaction product. The product is: [Br:18][CH2:2][C:1]([C:4]1[CH:9]=[CH:8][C:7]([NH:10][C:11](=[O:16])[C:12]([F:15])([F:14])[F:13])=[C:6]([CH3:21])[CH:5]=1)=[O:3].